This data is from Catalyst prediction with 721,799 reactions and 888 catalyst types from USPTO. The task is: Predict which catalyst facilitates the given reaction. (1) Reactant: [Cl:1][C:2]1[N:3]=[C:4](Cl)[C:5]2[S:10][CH:9]=[C:8]([CH3:11])[C:6]=2[N:7]=1.[NH2:13][N:14]1[CH2:19][CH2:18][CH2:17][CH2:16][CH2:15]1. The catalyst class is: 9. Product: [Cl:1][C:2]1[N:3]=[C:4]([NH:13][N:14]2[CH2:19][CH2:18][CH2:17][CH2:16][CH2:15]2)[C:5]2[S:10][CH:9]=[C:8]([CH3:11])[C:6]=2[N:7]=1. (2) Reactant: C(=O)([O-])[O-].[K+].[K+].Cl.Cl.[CH:9]([CH:22]1[NH:27][C@@H:26]([CH2:28][OH:29])[CH2:25][N:24]([CH2:30][C:31]2[CH:36]=[CH:35][CH:34]=[CH:33][C:32]=2[O:37][CH3:38])[CH2:23]1)([C:16]1[CH:21]=[CH:20][CH:19]=[CH:18][CH:17]=1)[C:10]1[CH:15]=[CH:14][CH:13]=[CH:12][CH:11]=1.ClCCl.Cl[CH2:43][C:44](Cl)=[O:45]. Product: [CH:9]([CH:22]1[N:27]2[C@@H:26]([CH2:28][O:29][CH2:43][C:44]2=[O:45])[CH2:25][N:24]([CH2:30][C:31]2[CH:36]=[CH:35][CH:34]=[CH:33][C:32]=2[O:37][CH3:38])[CH2:23]1)([C:16]1[CH:17]=[CH:18][CH:19]=[CH:20][CH:21]=1)[C:10]1[CH:15]=[CH:14][CH:13]=[CH:12][CH:11]=1. The catalyst class is: 6.